From a dataset of Reaction yield outcomes from USPTO patents with 853,638 reactions. Predict the reaction yield, written as a fraction of the theoretical maximum amount of product (1.0 means a 100% yield; for example, 0.34 means a 34% yield). The catalyst is CC(N(C)C)=O. The yield is 0.380. The product is [Cl:28][C:23]1[CH:22]=[C:21]([NH:20][C:11]2[C:10]3[C:15](=[CH:16][C:17]([O:18][CH3:19])=[C:8]([NH:7][C:5](=[O:6])/[CH:4]=[CH:3]/[CH2:2][N:32]4[CH2:33][CH2:34][O:29][CH:30]5[CH2:38][CH2:37][CH2:36][CH2:35][CH:31]45)[CH:9]=3)[N:14]=[CH:13][N:12]=2)[CH:26]=[CH:25][C:24]=1[F:27]. The reactants are Br[CH2:2]/[CH:3]=[CH:4]/[C:5]([NH:7][C:8]1[CH:9]=[C:10]2[C:15](=[CH:16][C:17]=1[O:18][CH3:19])[N:14]=[CH:13][N:12]=[C:11]2[NH:20][C:21]1[CH:26]=[CH:25][C:24]([F:27])=[C:23]([Cl:28])[CH:22]=1)=[O:6].[O:29]1[CH2:34][CH2:33][NH:32][CH:31]2[CH2:35][CH2:36][CH2:37][CH2:38][CH:30]12.CCN(C(C)C)C(C)C.O.